From a dataset of Reaction yield outcomes from USPTO patents with 853,638 reactions. Predict the reaction yield, written as a fraction of the theoretical maximum amount of product (1.0 means a 100% yield; for example, 0.34 means a 34% yield). The reactants are [Li][S:2][CH2:3][CH2:4][CH2:5][CH3:6].Cl[C:8]1[CH:9]=[CH:10][C:11]([N+:15]([O-:17])=[O:16])=[C:12]([CH:14]=1)[NH2:13].O. The catalyst is CN(C=O)C. The product is [CH2:3]([S:2][C:8]1[CH:9]=[CH:10][C:11]([N+:15]([O-:17])=[O:16])=[C:12]([CH:14]=1)[NH2:13])[CH2:4][CH2:5][CH3:6]. The yield is 0.900.